Dataset: Experimentally validated miRNA-target interactions with 360,000+ pairs, plus equal number of negative samples. Task: Binary Classification. Given a miRNA mature sequence and a target amino acid sequence, predict their likelihood of interaction. (1) The miRNA is hsa-miR-892a with sequence CACUGUGUCCUUUCUGCGUAG. The protein sequence of the target gene is MAGFAELGLSSWLVEQCRQLGLKQPTPVQLGCIPAILEGRDCLGCAKTGSGKTAAFVLPILQKLSEDPYGIFCLVLTPTRELAYQIAEQFRVLGKPLGLKDCIIVGGMDMVAQALELSRKPHVVIATPGRLADHLRSSNTFSIKKIRFLVMDEADRLLEQGCTDFTVDLEAILAAVPARRQTLLFSATLTDTLRELQGLATNQPFFWEAQAPVSTVEQLDQRYLLVPEKVKDAYLVHLIQRFQDEHEDWSIIIFTNTCKTCQILCMMLRKFSFPTVALHSMMKQKERFAALAKFKSSIYR.... Result: 0 (no interaction). (2) The miRNA is hsa-miR-3914 with sequence AAGGAACCAGAAAAUGAGAAGU. The protein sequence of the target gene is MDRSGFGGMSSPVIRDAEVTRTARKHSAHKRVLIQANQEDNFGTATPRSQIIPRTPSSFRQPFVTPSSRSLLRHPDISYILGTEGRSPRHTQSSGYLGNLSMVTNLDDSNWAAAFSSQRLGLYTNTEHHSMTEDVNLSTVMLREDDPGEAASMSMFSDFLHSFLKHSSTTVFDLVEEYENICGSQVNILSKIVSRATPGLQKFSKTASMLWLLQQEMVTWRLLASLYRDRIQSSLEEENMFAIAGINASEKMVVETLFQRDSLVRQSQLVVDWLESIAKDEIGEFSDNIEFYAKSVYWEN.... Result: 0 (no interaction). (3) The miRNA is hsa-miR-6868-5p with sequence ACUGGCAGAACACUGAAGCAGC. The protein sequence of the target gene is MSCLDVMYQVYGPPQPYFAAAYTPYHQKLAYYSKMQEAQECNASPSSSGSGSSSFSSQTPASIKEEEGSPEKERPPEAEYINSRCVLFTYFQGDISSVVDEHFSRALSQPSSYSPSCTSSKAPRSSGPWRDCSFPMSQRSFPASFWNSAYQAPVPPPLGSPLATAHSELPFAAADPYSPAALHGHLHQGATEPWHHAHPHHAHPHHPYALGGALGAQAAPYPRPAAVHEVYAPHFDPRYGPLLMPAASGRPARLATAPAPAPGSPPCELSGKGEPAGAAWAGPGGPFASPSGDVAQGLGL.... Result: 0 (no interaction). (4) The miRNA is mmu-miR-139-5p with sequence UCUACAGUGCACGUGUCUCCAG. The protein sequence of the target gene is MESPNLGDNRVRGESLVPDPPWDRCKEDIAVGLGGVGEDGKDLVISSERSSLLQEPTASTLSSTTATEGHKPVPCGWERVVKQRLSGKTAGKFDVYFISPQGLKFRSKRSLANYLLKNGETFLKPEDFNFTVLPKGSINPGYKHQSLAALTSLQPNETDVSKQNLKTRSKWKTDVLPLPSGTSESPESSGLSNSNSACLLLREHRDIQDVDSEKRRKSKRKVTVLKGTASQKTKQKCRKSLLESTQRNRKRASVVQKVGADRELVPQESQLNRTLCPADACARETVGLAGEEKSPSPGLD.... Result: 1 (interaction). (5) The miRNA is hsa-miR-7108-3p with sequence ACCCGCCCGUCUCCCCACAG. The protein sequence of the target gene is MDTASHSLVLLQQLNMQREFGFLCDCTVAIGDVYFKAHRAVLAAFSNYFKMIFIHQTSECIKIQPTDIQPDIFSYLLHIMYTGKGPKQIVDHSRLEEGIRFLHADYLSHIATEMNQVFSPETVQSSNLYGIQISTTQKTVVKQGLEVKEAPSSNSGNRAAVQGDHPQLQLSLAIGLDDGTADQQRACPATQALEEHQKPPVSIKQERCDPESVISQSHPSPSSEVTGPTFTENSVKIHLCHYCGERFDSRSNLRQHLHTHVSGSLPFGVPASILESNDLGEVHPLNENSEALECRRLSSF.... Result: 1 (interaction).